Dataset: CYP2D6 inhibition data for predicting drug metabolism from PubChem BioAssay. Task: Regression/Classification. Given a drug SMILES string, predict its absorption, distribution, metabolism, or excretion properties. Task type varies by dataset: regression for continuous measurements (e.g., permeability, clearance, half-life) or binary classification for categorical outcomes (e.g., BBB penetration, CYP inhibition). Dataset: cyp2d6_veith. (1) The drug is O=C(N/N=C/c1cccc(OC2CSC2)c1)c1ccccc1O. The result is 0 (non-inhibitor). (2) The compound is OCCN(CCO)c1ncnc2nc[nH]c12. The result is 0 (non-inhibitor). (3) The compound is CCOC(=O)C(C)CC(C)C(=O)N1CCOCCN(C(=O)C(C)CC(C)C(=O)OCC)CCOCC1. The result is 0 (non-inhibitor). (4) The drug is CC1CCC(=C(C#N)C(=O)Nc2cccc(Cl)c2)CC1. The result is 1 (inhibitor). (5) The result is 0 (non-inhibitor). The drug is Cc1noc(C)c1-c1cncnc1NCc1cccnc1. (6) The drug is COc1ccc(CNc2cc(-c3ccccc3CN(C)C)ncn2)c(OC)c1. The result is 1 (inhibitor).